Dataset: Forward reaction prediction with 1.9M reactions from USPTO patents (1976-2016). Task: Predict the product of the given reaction. (1) The product is: [Cl:16][C:3]1[C:2]([Cl:1])=[C:7]([Cl:8])[N:6]=[C:5]([C:10]([O:12][CH3:13])=[O:11])[CH:4]=1. Given the reactants [Cl:1][C:2]1[C:7]([Cl:8])=[N+:6]([O-])[C:5]([C:10]([O:12][CH3:13])=[O:11])=[CH:4][CH:3]=1.P(Cl)(Cl)([Cl:16])=O, predict the reaction product. (2) Given the reactants [C:1]([O:6][CH2:7][CH:8]1[O:10][CH2:9]1)(=[O:5])[C:2]([CH3:4])=[CH2:3].[C:11]([O:16][CH2:17][C:18]1[CH:23]=[CH:22][CH:21]=[CH:20][CH:19]=1)(=[O:15])[C:12]([CH3:14])=[CH2:13].C(C(C)=O)C(C)C.N(C(C)(CC)C([O-])=O)=NC(C)(CC)C([O-])=O, predict the reaction product. The product is: [C:1]([O:6][CH2:7][CH:8]1[O:10][CH2:9]1)(=[O:5])[C:2]([CH3:4])=[CH2:3].[C:11]([O:16][CH2:17][C:18]1[CH:19]=[CH:20][CH:21]=[CH:22][CH:23]=1)(=[O:15])[C:12]([CH3:14])=[CH2:13]. (3) The product is: [C:29]([C:28]1[CH:31]=[C:32]([N:7]2[C:6]3[CH:8]=[CH:9][CH:10]=[N:11][C:5]=3[CH2:4][N:3]([CH2:12][CH:13]3[CH2:14][CH2:15][N:16]([C:19]([O:21][C:22]([CH3:25])([CH3:24])[CH3:23])=[O:20])[CH2:17][CH2:18]3)[C:2]2=[O:1])[CH:33]=[CH:34][C:27]=1[F:26])#[N:30]. Given the reactants [O:1]=[C:2]1[NH:7][C:6]2[CH:8]=[CH:9][CH:10]=[N:11][C:5]=2[CH2:4][N:3]1[CH2:12][CH:13]1[CH2:18][CH2:17][N:16]([C:19]([O:21][C:22]([CH3:25])([CH3:24])[CH3:23])=[O:20])[CH2:15][CH2:14]1.[F:26][C:27]1[CH:34]=[CH:33][C:32](I)=[CH:31][C:28]=1[C:29]#[N:30], predict the reaction product. (4) The product is: [I:1][C:2]1[S:6][C:5]2[CH:7]=[C:15]3[C:14](=[O:17])[C:13]4[C:12](=[CH:9][C:4]5[CH:3]=[C:2]([I:1])[S:6][C:5]=5[CH:7]=4)[C:11](=[O:18])[C:16]3=[CH:9][C:4]=2[CH:3]=1. Given the reactants [I:1][C:2]1[S:6][C:5]([CH:7]=O)=[C:4]([CH:9]=O)[CH:3]=1.[C:11]1(=[O:18])[CH2:16][CH2:15][C:14](=[O:17])[CH2:13][CH2:12]1.[OH-].[K+], predict the reaction product.